The task is: Predict the reactants needed to synthesize the given product.. This data is from Full USPTO retrosynthesis dataset with 1.9M reactions from patents (1976-2016). Given the product [ClH:17].[F:1][C:2]1[CH:16]=[CH:15][C:5]([CH2:6][O:7][C:8]2[CH:14]=[CH:13][C:11]([NH:12][C:18]3[C:27]4[C:22](=[CH:23][CH:24]=[C:25]([C:28]5[O:29][C:30]([CH3:33])=[N:31][N:32]=5)[CH:26]=4)[N:21]=[CH:20][N:19]=3)=[CH:10][CH:9]=2)=[CH:4][CH:3]=1, predict the reactants needed to synthesize it. The reactants are: [F:1][C:2]1[CH:16]=[CH:15][C:5]([CH2:6][O:7][C:8]2[CH:14]=[CH:13][C:11]([NH2:12])=[CH:10][CH:9]=2)=[CH:4][CH:3]=1.[Cl:17][C:18]1[C:27]2[C:22](=[CH:23][CH:24]=[C:25]([C:28]3[O:29][C:30]([CH3:33])=[N:31][N:32]=3)[CH:26]=2)[N:21]=[CH:20][N:19]=1.